Dataset: Reaction yield outcomes from USPTO patents with 853,638 reactions. Task: Predict the reaction yield, written as a fraction of the theoretical maximum amount of product (1.0 means a 100% yield; for example, 0.34 means a 34% yield). (1) The reactants are [CH:1]1[CH:6]=[C:5]2[C:7]([C:9](O)([OH:12])[C:10](=[O:11])[C:4]2=[CH:3][CH:2]=1)=[O:8].[CH:14]([C:17]1[CH:22]=[C:21]([CH:23]([CH3:25])[CH3:24])[CH:20]=[CH:19][C:18]=1[OH:26])([CH3:16])[CH3:15]. The catalyst is C(O)(=O)C. The product is [OH:11][C:10]12[C:4]3[C:5](=[CH:6][CH:1]=[CH:2][CH:3]=3)[C:7](=[O:8])[C:9]1([OH:12])[C:19]1[C:18]([O:26]2)=[C:17]([CH:14]([CH3:16])[CH3:15])[CH:22]=[C:21]([CH:23]([CH3:25])[CH3:24])[CH:20]=1. The yield is 0.700. (2) The reactants are Br[C:2]1[CH:3]=[CH:4][N:5]2[C:10]=1[C:9]([NH2:11])=[N:8][CH:7]=[N:6]2.[CH2:12]([N:19]1[CH:27]=[C:26]2[C:21]([CH:22]=[C:23](B3OC(C)(C)C(C)(C)O3)[CH:24]=[CH:25]2)=[N:20]1)[C:13]1[CH:18]=[CH:17][CH:16]=[CH:15][CH:14]=1.C(=O)([O-])[O-].[Na+].[Na+].CN(C)C=O. The catalyst is C1C=CC([P]([Pd]([P](C2C=CC=CC=2)(C2C=CC=CC=2)C2C=CC=CC=2)([P](C2C=CC=CC=2)(C2C=CC=CC=2)C2C=CC=CC=2)[P](C2C=CC=CC=2)(C2C=CC=CC=2)C2C=CC=CC=2)(C2C=CC=CC=2)C2C=CC=CC=2)=CC=1.O. The product is [CH2:12]([N:19]1[CH:27]=[C:26]2[C:21]([CH:22]=[C:23]([C:2]3[C:10]4[N:5]([NH:6][CH:7]=[N:8][C:9]=4[NH2:11])[CH2:4][CH:3]=3)[CH:24]=[CH:25]2)=[N:20]1)[C:13]1[CH:18]=[CH:17][CH:16]=[CH:15][CH:14]=1. The yield is 0.380. (3) The reactants are [CH:1]([C@H:14]1[O:19][CH2:18][C@@H:17]([NH2:20])[CH2:16][CH2:15]1)([C:8]1[CH:13]=[CH:12][CH:11]=[CH:10][CH:9]=1)[C:2]1[CH:7]=[CH:6][CH:5]=[CH:4][CH:3]=1.[F:21][C:22]1[CH:29]=[CH:28][C:25]([CH:26]=O)=[CH:24][CH:23]=1.C(O)(=O)C.[BH3-]C#N.[Na+]. The catalyst is ClCCCl.CO. The product is [CH:1]([C@H:14]1[O:19][CH2:18][C@@H:17]([NH:20][CH2:26][C:25]2[CH:28]=[CH:29][C:22]([F:21])=[CH:23][CH:24]=2)[CH2:16][CH2:15]1)([C:8]1[CH:13]=[CH:12][CH:11]=[CH:10][CH:9]=1)[C:2]1[CH:3]=[CH:4][CH:5]=[CH:6][CH:7]=1. The yield is 0.820. (4) The reactants are Cl.[Cl:2][C:3]1[CH:4]=[C:5]([CH2:8][O:9][CH:10]2[CH2:13][NH:12][CH2:11]2)[S:6][CH:7]=1.CCN=C=NCCCN(C)C.C1C=CC2N(O)N=NC=2C=1.C(N(C(C)C)CC)(C)C.Cl.[O:45]=[C:46]1[NH:55][C:54]2[N:53]=[CH:52][C:51](/[CH:56]=[CH:57]/[C:58](O)=[O:59])=[CH:50][C:49]=2[CH2:48][CH2:47]1. The catalyst is CN(C)C=O.O.C(OCC)(=O)C. The product is [Cl:2][C:3]1[CH:4]=[C:5]([CH2:8][O:9][CH:10]2[CH2:11][N:12]([C:58](=[O:59])/[CH:57]=[CH:56]/[C:51]3[CH:50]=[C:49]4[C:54](=[N:53][CH:52]=3)[NH:55][C:46](=[O:45])[CH2:47][CH2:48]4)[CH2:13]2)[S:6][CH:7]=1. The yield is 0.230. (5) The reactants are [CH2:1]([N:8]1[CH2:13][CH2:12][N:11]([C:14]2[CH:19]=[CH:18][CH:17]=[C:16](F)[C:15]=2[C:21](O)=O)[CH2:10][CH2:9]1)[C:2]1[CH:7]=[CH:6][CH:5]=[CH:4][CH:3]=1.[NH2:24][NH2:25]. The catalyst is CS(C)=O.CCOCC. The product is [CH2:1]([N:8]1[CH2:13][CH2:12][N:11]([C:14]2[CH:19]=[CH:18][CH:17]=[C:16]3[C:15]=2[CH:21]=[N:24][NH:25]3)[CH2:10][CH2:9]1)[C:2]1[CH:7]=[CH:6][CH:5]=[CH:4][CH:3]=1. The yield is 0.530. (6) The reactants are Cl[C:2]1[C:7]([N+:8]([O-:10])=[O:9])=[CH:6][N:5]=[C:4]2[NH:11][CH:12]=[CH:13][C:3]=12.[CH:14]1([NH2:20])[CH2:19][CH2:18][CH2:17][CH2:16][CH2:15]1. The catalyst is CN(C=O)C. The product is [CH:14]1([NH:20][C:2]2[C:3]3[CH:13]=[CH:12][NH:11][C:4]=3[N:5]=[CH:6][C:7]=2[N+:8]([O-:10])=[O:9])[CH2:19][CH2:18][CH2:17][CH2:16][CH2:15]1. The yield is 0.570. (7) The reactants are [CH3:1][O:2][C:3]([C:5]1[CH:6]=[CH:7][C:8]([C:11]([OH:13])=O)=[N:9][CH:10]=1)=[O:4].Cl.Cl.[CH3:16][O:17][C:18]1[CH:30]=[CH:29][C:21]([CH2:22][N:23]2[CH2:28][CH2:27][CH2:26][CH2:25][CH2:24]2)=[CH:20][CH:19]=1.C([N:33](CC)CC)C.CN(C(ON1N=NC2C=CC=NC1=2)=[N+](C)C)C.F[P-](F)(F)(F)(F)F. The catalyst is CN(C)C=O. The product is [CH3:16][O:17][C:18]1[CH:19]=[CH:20][C:21]([CH2:22][N:23]2[CH2:28][CH2:27][CH:26]([NH:33][C:11]([C:8]3[CH:7]=[CH:6][C:5]([C:3]([O:2][CH3:1])=[O:4])=[CH:10][N:9]=3)=[O:13])[CH2:25][CH2:24]2)=[CH:29][CH:30]=1. The yield is 0.840. (8) The reactants are FC(F)(F)C(O)=O.[O:8]1[C:12]2[CH:13]=[CH:14][CH:15]=[CH:16][C:11]=2[C:10]([NH:17][C:18]([N:20]2[CH2:25][CH2:24][NH:23][CH2:22][CH2:21]2)=[O:19])=[N:9]1.C(N(CC)CC)C.[CH2:33]([N:40]=[C:41]=[O:42])[C:34]1[CH:39]=[CH:38][CH:37]=[CH:36][CH:35]=1.O. The catalyst is O1CCCC1. The product is [O:8]1[C:12]2[CH:13]=[CH:14][CH:15]=[CH:16][C:11]=2[C:10]([NH:17][C:18]([N:20]2[CH2:25][CH2:24][N:23]([C:41]([NH:40][CH2:33][C:34]3[CH:39]=[CH:38][CH:37]=[CH:36][CH:35]=3)=[O:42])[CH2:22][CH2:21]2)=[O:19])=[N:9]1. The yield is 0.748.